Dataset: Full USPTO retrosynthesis dataset with 1.9M reactions from patents (1976-2016). Task: Predict the reactants needed to synthesize the given product. (1) The reactants are: [F:1][C:2]1[CH:9]=[CH:8][C:7]([F:10])=[CH:6][C:3]=1[CH:4]=[O:5].O[CH2:12][CH2:13][C:14]1[C:22]2[C:17](=[CH:18][CH:19]=[CH:20][CH:21]=2)[NH:16][CH:15]=1.FC(F)(F)C(O)=O. Given the product [F:1][C:2]1[CH:9]=[CH:8][C:7]([F:10])=[CH:6][C:3]=1[CH:4]1[C:15]2[NH:16][C:17]3[C:22]([C:14]=2[CH2:13][CH2:12][O:5]1)=[CH:21][CH:20]=[CH:19][CH:18]=3, predict the reactants needed to synthesize it. (2) Given the product [NH2:31][CH2:32][CH2:33][CH2:34][NH:35][C:26]1[CH:25]=[C:24]([C:23]2[C:8]([C:5]3[CH:6]=[CH:7][C:2]([F:1])=[CH:3][CH:4]=3)=[N:9][N:10]3[C:15]([C:16]4[CH:21]=[CH:20][N:19]=[C:18]([NH:9][CH2:8][CH2:23][CH2:11][NH2:10])[CH:17]=4)=[CH:14][CH:13]=[CH:12][C:11]=23)[CH:29]=[CH:28][N:27]=1, predict the reactants needed to synthesize it. The reactants are: [F:1][C:2]1[CH:7]=[CH:6][C:5]([C:8]2[C:23]([C:24]3[CH:29]=[CH:28][N:27]=[C:26](F)[CH:25]=3)=[C:11]3[CH:12]=[CH:13][CH:14]=[C:15]([C:16]4[CH:21]=[CH:20][N:19]=[C:18](F)[CH:17]=4)[N:10]3[N:9]=2)=[CH:4][CH:3]=1.[NH2:31][CH2:32][CH2:33][CH2:34][NH2:35]. (3) Given the product [CH2:1]1[C@H:8]2[C@H:4]([CH2:5][C:6](=[O:9])[CH2:7]2)[CH2:3][C:2]21[O:13][CH2:12][CH2:11][O:10]2, predict the reactants needed to synthesize it. The reactants are: [CH2:1]1[C@@H:8]2[C@@H:4]([CH2:5][C:6](=[O:9])[CH2:7]2)[CH2:3][C:2]1=[O:10].[CH2:11](O)[CH2:12][OH:13].CC1C=CC(S(O)(=O)=O)=CC=1.O. (4) Given the product [NH2:14][CH2:13][C:15]1[N:16]=[CH:17][C:18]([NH:5][C:4]2[CH:6]=[CH:7][C:8]([F:10])=[CH:9][C:3]=2[C:2]([F:1])([F:11])[F:12])=[CH:19][CH:20]=1, predict the reactants needed to synthesize it. The reactants are: [F:1][C:2]([F:12])([F:11])[C:3]1[CH:9]=[C:8]([F:10])[CH:7]=[CH:6][C:4]=1[NH2:5].[C:13]([C:15]1[CH:20]=[CH:19][C:18](F)=[CH:17][N:16]=1)#[N:14]. (5) Given the product [CH2:1]([C:3]1[CH:20]=[CH:19][C:6]([NH:7][C:8]2[C:9]([C:16]([NH2:18])=[O:17])=[CH:10][N:11]([CH3:15])[C:12](=[O:14])[CH:13]=2)=[C:5]([F:21])[CH:4]=1)[CH3:2], predict the reactants needed to synthesize it. The reactants are: [C:1]([C:3]1[CH:20]=[CH:19][C:6]([NH:7][C:8]2[C:9]([C:16]([NH2:18])=[O:17])=[CH:10][N:11]([CH3:15])[C:12](=[O:14])[CH:13]=2)=[C:5]([F:21])[CH:4]=1)#[CH:2]. (6) Given the product [C:13]([NH:12][C:7]1[C:6](/[CH:17]=[C:18](\[CH3:24])/[C:19]([O:21][CH2:22][CH3:23])=[O:20])=[CH:5][C:4]2[C:9](=[CH:10][CH:11]=[C:2]([B:30]3[O:34][C:33]([CH3:36])([CH3:35])[C:32]([CH3:38])([CH3:37])[O:31]3)[CH:3]=2)[N:8]=1)([CH3:16])([CH3:15])[CH3:14], predict the reactants needed to synthesize it. The reactants are: Br[C:2]1[CH:3]=[C:4]2[C:9](=[CH:10][CH:11]=1)[N:8]=[C:7]([NH:12][C:13]([CH3:16])([CH3:15])[CH3:14])[C:6](/[CH:17]=[C:18](\[CH3:24])/[C:19]([O:21][CH2:22][CH3:23])=[O:20])=[CH:5]2.C([O-])(=O)C.[K+].[B:30]1([B:30]2[O:34][C:33]([CH3:36])([CH3:35])[C:32]([CH3:38])([CH3:37])[O:31]2)[O:34][C:33]([CH3:36])([CH3:35])[C:32]([CH3:38])([CH3:37])[O:31]1. (7) Given the product [NH2:33][CH2:32][CH2:31][CH2:30][CH2:29][NH:28][S:25]([C:22]1[CH:23]=[CH:24][C:19]([C:41]2[CH:46]=[CH:45][CH:44]=[CH:43][CH:42]=2)=[CH:20][CH:21]=1)(=[O:27])=[O:26], predict the reactants needed to synthesize it. The reactants are: C([C@@H]1NC2C(=CC=CC=2)NC1=O)C1C=CC=CC=1.[C:19]1([C:41]2[CH:46]=[CH:45][CH:44]=[CH:43][CH:42]=2)[CH:24]=[CH:23][C:22]([S:25]([NH:28][CH2:29][CH2:30][CH2:31][CH2:32][NH:33]C(=O)OC(C)(C)C)(=[O:27])=[O:26])=[CH:21][CH:20]=1.